From a dataset of Catalyst prediction with 721,799 reactions and 888 catalyst types from USPTO. Predict which catalyst facilitates the given reaction. (1) Reactant: [NH2:1][N:2]1[CH2:6][CH2:5][N:4]([CH2:7][C:8]([F:11])([F:10])[F:9])[C:3]1=[O:12].[Cl:13][C:14]1[CH:15]=[C:16]([C:21]2([C:36]([F:39])([F:38])[F:37])[O:25][N:24]=[C:23]([C:26]3[CH:34]=[CH:33][C:29]([C:30](O)=[O:31])=[C:28]([CH3:35])[CH:27]=3)[CH2:22]2)[CH:17]=[C:18]([Cl:20])[CH:19]=1.CCN=C=NCCCN(C)C.C1C=CC2N(O)N=NC=2C=1.C(N(CC)CC)C. Product: [Cl:13][C:14]1[CH:15]=[C:16]([C:21]2([C:36]([F:38])([F:37])[F:39])[O:25][N:24]=[C:23]([C:26]3[CH:34]=[CH:33][C:29]([C:30]([NH:1][N:2]4[CH2:6][CH2:5][N:4]([CH2:7][C:8]([F:9])([F:11])[F:10])[C:3]4=[O:12])=[O:31])=[C:28]([CH3:35])[CH:27]=3)[CH2:22]2)[CH:17]=[C:18]([Cl:20])[CH:19]=1. The catalyst class is: 4. (2) Reactant: Cl[C:2]1[N:7]=[CH:6][N:5]=[C:4]([C:8]([N:10]2[C:18]3[C:13](=[CH:14][C:15]([F:19])=[CH:16][CH:17]=3)[CH2:12][CH2:11]2)=[O:9])[CH:3]=1.[NH:20]1[CH2:25][CH2:24][CH:23]([N:26]2[CH2:31][C:30]3[CH:32]=[CH:33][CH:34]=[N:35][C:29]=3[NH:28][C:27]2=[O:36])[CH2:22][CH2:21]1.CCN(C(C)C)C(C)C. Product: [F:19][C:15]1[CH:14]=[C:13]2[C:18](=[CH:17][CH:16]=1)[N:10]([C:8]([C:4]1[N:5]=[CH:6][N:7]=[C:2]([N:20]3[CH2:21][CH2:22][CH:23]([N:26]4[CH2:31][C:30]5[CH:32]=[CH:33][CH:34]=[N:35][C:29]=5[NH:28][C:27]4=[O:36])[CH2:24][CH2:25]3)[CH:3]=1)=[O:9])[CH2:11][CH2:12]2. The catalyst class is: 3. (3) Reactant: S([O:6][CH3:7])(OC)(=O)=O.[OH:8][C:9](=[CH:13][C:14]1[CH:19]=[CH:18][CH:17]=[C:16]([N+:20]([O-:22])=[O:21])[CH:15]=1)[C:10](O)=[O:11].[C:23](=O)([O-])[O-].[Cs+].[Cs+]. Product: [CH3:23][O:8][C:9](=[CH:13][C:14]1[CH:19]=[CH:18][CH:17]=[C:16]([N+:20]([O-:22])=[O:21])[CH:15]=1)[C:10]([O:6][CH3:7])=[O:11]. The catalyst class is: 3. (4) Reactant: [F:1][C:2]1[CH:16]=[CH:15][C:5]2[CH:6]=[N:7][C:8]3[CH:14]=[CH:13][CH:12]=[CH:11][C:9]=3[O:10][C:4]=2[CH:3]=1.[CH3:17]/[C:18](/[C:21]([CH3:23])=O)=[N:19]\O. Product: [F:1][C:2]1[CH:16]=[CH:15][C:5]2[C:6]3[N:7]([C:21]([CH3:23])=[C:18]([CH3:17])[N:19]=3)[C:8]3[CH:14]=[CH:13][CH:12]=[CH:11][C:9]=3[O:10][C:4]=2[CH:3]=1. The catalyst class is: 183.